From a dataset of Full USPTO retrosynthesis dataset with 1.9M reactions from patents (1976-2016). Predict the reactants needed to synthesize the given product. (1) Given the product [F:28][C:29]1[CH:37]=[C:36]([CH2:26][CH2:27][NH:23][C:16]([NH:15][C:13]2[CH:12]=[CH:11][C:9]3[N:10]=[C:6]([C:4]4[N:3]=[CH:2][S:1][CH:5]=4)[NH:7][C:8]=3[CH:14]=2)=[O:17])[CH:35]=[CH:31][CH:30]=1, predict the reactants needed to synthesize it. The reactants are: [S:1]1[CH:5]=[C:4]([C:6]2[NH:7][C:8]3[CH:14]=[C:13]([NH2:15])[CH:12]=[CH:11][C:9]=3[N:10]=2)[N:3]=[CH:2]1.[C:16]([N:23]1[CH:27]=[CH:26]N=C1)(N1C=CN=C1)=[O:17].[F:28][C:29]1[CH:30]=[C:31]([CH:35]=[CH:36][CH:37]=1)CCN. (2) Given the product [Cl:1][C:2]1[CH:7]=[CH:6][C:5]([S:8]([C@H:11]2[CH2:15][N:14]([C:34]([C:31]3([N:25]4[CH2:30][CH2:29][CH2:28][CH2:27][CH2:26]4)[CH2:32][CH2:33]3)=[O:35])[C@H:13]([C:16]([NH:18][C:19]3([C:22]#[N:23])[CH2:21][CH2:20]3)=[O:17])[CH2:12]2)(=[O:9])=[O:10])=[CH:4][CH:3]=1, predict the reactants needed to synthesize it. The reactants are: [Cl:1][C:2]1[CH:7]=[CH:6][C:5]([S:8]([C@H:11]2[CH2:15][NH:14][C@H:13]([C:16]([NH:18][C:19]3([C:22]#[N:23])[CH2:21][CH2:20]3)=[O:17])[CH2:12]2)(=[O:10])=[O:9])=[CH:4][CH:3]=1.Cl.[N:25]1([C:31]2([C:34](O)=[O:35])[CH2:33][CH2:32]2)[CH2:30][CH2:29][CH2:28][CH2:27][CH2:26]1. (3) Given the product [O:47]([CH2:54][C@@H:55]1[NH:56][CH2:57][CH2:58][N:46]([C:35]2[C:34]3[CH:33]=[C:32]([CH3:31])[S:41][C:40]=3[NH:39][C:38]3[CH:42]=[CH:43][CH:44]=[CH:45][C:37]=3[N:36]=2)[CH2:60]1)[C:48]1[CH:53]=[CH:52][CH:51]=[CH:50][CH:49]=1, predict the reactants needed to synthesize it. The reactants are: FC(F)(F)C1C=CC2NC3C=CC=CC=3N=CC=2C=1N1CCN[C@@H](CCOC)C1.Cl.[CH3:31][C:32]1[S:41][C:40]2[NH:39][C:38]3[CH:42]=[CH:43][CH:44]=[CH:45][C:37]=3[N:36]=[C:35]([NH2:46])[C:34]=2[CH:33]=1.[O:47]([CH2:54][C@H:55]1[CH2:60]N[CH2:58][CH2:57][NH:56]1)[C:48]1[CH:53]=[CH:52][CH:51]=[CH:50][CH:49]=1.